Predict the product of the given reaction. From a dataset of Forward reaction prediction with 1.9M reactions from USPTO patents (1976-2016). (1) Given the reactants [CH2:1]([C:5]1[CH:13]=[CH:12][C:8]([C:9]([OH:11])=[O:10])=[C:7]([O:14][CH3:15])[CH:6]=1)[CH2:2][CH2:3][CH3:4].[Cl:16]N1CCOCC1, predict the reaction product. The product is: [CH2:1]([C:5]1[C:13]([Cl:16])=[CH:12][C:8]([C:9]([OH:11])=[O:10])=[C:7]([O:14][CH3:15])[CH:6]=1)[CH2:2][CH2:3][CH3:4]. (2) The product is: [Br:32][CH2:10][C:9]#[C:8][C:5]1[CH:6]=[CH:7][C:2]([F:1])=[CH:3][CH:4]=1. Given the reactants [F:1][C:2]1[CH:7]=[CH:6][C:5]([C:8]#[C:9][CH2:10]O)=[CH:4][CH:3]=1.C1(P(C2C=CC=CC=2)C2C=CC=CC=2)C=CC=CC=1.C(Br)(Br)(Br)[Br:32], predict the reaction product. (3) Given the reactants Br[C:2]1[CH:7]=[CH:6][C:5]([NH:8][C:9]([C:11]2[NH:12][CH:13]=[C:14]([C:16]#[N:17])[N:15]=2)=[O:10])=[C:4]([C:18]2[CH2:23][CH2:22][C:21]([CH3:25])([CH3:24])[CH2:20][CH:19]=2)[CH:3]=1.[CH:26]12[O:33][CH:30]([CH2:31][CH2:32]1)[CH2:29][C:28](=[O:34])[CH2:27]2, predict the reaction product. The product is: [CH3:24][C:21]1([CH3:25])[CH2:22][CH2:23][C:18]([C:4]2[CH:3]=[C:2]([C:28]3([OH:34])[CH2:27][CH:26]4[O:33][CH:30]([CH2:31][CH2:32]4)[CH2:29]3)[CH:7]=[CH:6][C:5]=2[NH:8][C:9]([C:11]2[NH:12][CH:13]=[C:14]([C:16]#[N:17])[N:15]=2)=[O:10])=[CH:19][CH2:20]1. (4) Given the reactants [C:1]([O:5][C:6]([N:8]1[CH2:13][CH2:12][CH:11]([C:14]([OH:16])=O)[CH2:10][CH2:9]1)=[O:7])([CH3:4])([CH3:3])[CH3:2].ON1C2C=CC=CC=2N=N1.CN1CCOCC1.Cl.CN(C)CCCN=C=N.O[N:45]=[C:46]([NH2:56])[CH2:47][C:48]1[CH:53]=[CH:52][C:51]([S:54][CH3:55])=[CH:50][CH:49]=1, predict the reaction product. The product is: [CH3:55][S:54][C:51]1[CH:50]=[CH:49][C:48]([CH2:47][C:46]2[N:45]=[C:14]([CH:11]3[CH2:10][CH2:9][N:8]([C:6]([O:5][C:1]([CH3:2])([CH3:3])[CH3:4])=[O:7])[CH2:13][CH2:12]3)[O:16][N:56]=2)=[CH:53][CH:52]=1. (5) Given the reactants [Cl:1][C:2]1[C:11]2[C:6](=[CH:7][CH:8]=[C:9]([Cl:12])[N:10]=2)[N:5]=[CH:4][C:3]=1[C:13](=[O:15])[CH3:14].I([Cl:19])(=O)=O.I(Cl)(=O)=O.C([N+](C)(C)C)C1C=CC=CC=1, predict the reaction product. The product is: [Cl:19][CH2:14][C:13]([C:3]1[CH:4]=[N:5][C:6]2[C:11]([C:2]=1[Cl:1])=[N:10][C:9]([Cl:12])=[CH:8][CH:7]=2)=[O:15]. (6) The product is: [NH2:1][C:2]1[C:7]([Br:14])=[CH:6][C:5]([Cl:8])=[CH:4][N:3]=1. Given the reactants [NH2:1][C:2]1[CH:7]=[CH:6][C:5]([Cl:8])=[CH:4][N:3]=1.C([O-])(=O)C.[Na+].[Br:14]Br, predict the reaction product. (7) Given the reactants [C:1]([NH2:7])(=[O:6])[CH2:2][C:3]([NH2:5])=[O:4].[O-]CC.[Na+].[F:12][CH:13]([F:19])[C:14](OCC)=O.Cl.[Cl-].[NH4+], predict the reaction product. The product is: [F:12][CH:13]([F:19])[C:14]1[N:5]=[C:3]([OH:4])[CH:2]=[C:1]([OH:6])[N:7]=1. (8) Given the reactants Br[C:2]1[C:3]([CH3:20])=[C:4]([NH:12][C:13](=[O:19])[O:14][C:15]([CH3:18])([CH3:17])[CH3:16])[C:5]([CH3:11])=[C:6]([CH3:10])[C:7]=1[O:8][CH3:9].C([Li])CCC.[CH3:26][CH:27]([CH3:37])[C:28]([C:30]1[CH:35]=[CH:34][C:33]([CH3:36])=[CH:32][CH:31]=1)=[O:29].O, predict the reaction product. The product is: [OH:29][C:28]([C:2]1[C:3]([CH3:20])=[C:4]([NH:12][C:13](=[O:19])[O:14][C:15]([CH3:18])([CH3:17])[CH3:16])[C:5]([CH3:11])=[C:6]([CH3:10])[C:7]=1[O:8][CH3:9])([C:30]1[CH:31]=[CH:32][C:33]([CH3:36])=[CH:34][CH:35]=1)[CH:27]([CH3:37])[CH3:26]. (9) Given the reactants [C:1]([C:3]1[CH:8]=[C:7]([O:9][C:10]([F:13])([F:12])[F:11])[CH:6]=[CH:5][C:4]=1[NH:14][C:15]1[CH:29]=[CH:28][C:18]([CH2:19][NH:20]C(=O)OC(C)(C)C)=[CH:17][CH:16]=1)#[N:2].[F:30][C:31]([F:36])([F:35])[C:32]([OH:34])=[O:33], predict the reaction product. The product is: [NH2:20][CH2:19][C:18]1[CH:28]=[CH:29][C:15]([NH:14][C:4]2[CH:5]=[CH:6][C:7]([O:9][C:10]([F:11])([F:12])[F:13])=[CH:8][C:3]=2[C:1]#[N:2])=[CH:16][CH:17]=1.[F:30][C:31]([F:36])([F:35])[C:32]([O-:34])=[O:33].